This data is from Full USPTO retrosynthesis dataset with 1.9M reactions from patents (1976-2016). The task is: Predict the reactants needed to synthesize the given product. (1) The reactants are: [Cl:1][C:2]1[S:6][C:5]([C:7]([NH:9][CH2:10][C:11]2[O:15][N:14]=[C:13]([C:16]3[CH:21]=[CH:20][C:19](I)=[CH:18][CH:17]=3)[CH:12]=2)=[O:8])=[CH:4][CH:3]=1.[OH:23][C:24]1[CH:29]=[CH:28][CH:27]=[CH:26][N:25]=1.CNCCNC.[O-]P([O-])([O-])=O.[K+].[K+].[K+]. Given the product [Cl:1][C:2]1[S:6][C:5]([C:7]([NH:9][CH2:10][C:11]2[O:15][N:14]=[C:13]([C:16]3[CH:21]=[CH:20][C:19]([N:25]4[CH:26]=[CH:27][CH:28]=[CH:29][C:24]4=[O:23])=[CH:18][CH:17]=3)[CH:12]=2)=[O:8])=[CH:4][CH:3]=1, predict the reactants needed to synthesize it. (2) Given the product [Cl:10][C:4]1[CH:5]=[CH:6][C:7]([I:9])=[CH:8][C:3]=1[CH2:2][N:15]1[C:14](=[O:16])[C:13]2=[CH:17][CH:18]=[CH:19][CH:20]=[C:12]2[C:11]1=[O:21], predict the reactants needed to synthesize it. The reactants are: Br[CH2:2][C:3]1[CH:8]=[C:7]([I:9])[CH:6]=[CH:5][C:4]=1[Cl:10].[C:11]1(=[O:21])[NH:15][C:14](=[O:16])[C:13]2=[CH:17][CH:18]=[CH:19][CH:20]=[C:12]12.[K]. (3) Given the product [CH3:21][C:19]([CH3:22])([O:18][C:16]([N:7]([C:5]([O:4][C:2]([CH3:23])([CH3:3])[CH3:1])=[O:6])[C:8]1[N:9]=[CH:10][C:11]([C:14](=[NH:15])[NH:25][OH:26])=[N:12][CH:13]=1)=[O:17])[CH3:20], predict the reactants needed to synthesize it. The reactants are: [CH3:1][C:2]([CH3:23])([O:4][C:5]([N:7]([C:16]([O:18][C:19]([CH3:22])([CH3:21])[CH3:20])=[O:17])[C:8]1[N:9]=[CH:10][C:11]([C:14]#[N:15])=[N:12][CH:13]=1)=[O:6])[CH3:3].Cl.[NH2:25][OH:26].N1CCCCC1. (4) Given the product [Cl:44][C:41]1[CH:42]=[CH:43][C:35]([NH:34][C:26]2[C:27]3[C:28](=[CH:29][N:30]=[CH:31][CH:32]=3)[O:33][C:25]=2[C:22]2[N:21]=[CH:20][C:19]([CH2:18][CH2:17][CH2:16][OH:15])=[CH:24][N:23]=2)=[C:36]2[C:40]=1[NH:39][N:38]=[CH:37]2, predict the reactants needed to synthesize it. The reactants are: C(O)(C(F)(F)F)=O.[Si]([O:15][CH2:16][CH2:17][CH2:18][C:19]1[CH:20]=[N:21][C:22]([C:25]2[O:33][C:28]3=[CH:29][N:30]=[CH:31][CH:32]=[C:27]3[C:26]=2[NH:34][C:35]2[CH:43]=[CH:42][C:41]([Cl:44])=[C:40]3[C:36]=2[CH:37]=[N:38][N:39]3C(OC(C)(C)C)=O)=[N:23][CH:24]=1)(C(C)(C)C)(C)C. (5) Given the product [NH2:26][C:14]1[C:15]([O:17][C@H:18]([CH2:23][O:24][CH3:25])[C:19]([F:22])([F:21])[F:20])=[CH:16][C:11]([CH2:10][C@H:7]2[C@H:8]([OH:9])[C@@H:3]([NH:2][CH2:38][C:37]3[CH:40]=[CH:41][CH:42]=[C:35]([C:32]4([CH3:31])[CH2:33][CH2:34]4)[CH:36]=3)[CH2:4][S@:5](=[O:30])[CH2:6]2)=[CH:12][C:13]=1[F:29], predict the reactants needed to synthesize it. The reactants are: Cl.[NH2:2][C@@H:3]1[C@@H:8]([OH:9])[C@H:7]([CH2:10][C:11]2[CH:16]=[C:15]([O:17][C@H:18]([CH2:23][O:24][CH3:25])[C:19]([F:22])([F:21])[F:20])[C:14]([N+:26]([O-])=O)=[C:13]([F:29])[CH:12]=2)[CH2:6][S@@:5](=[O:30])[CH2:4]1.[CH3:31][C:32]1([C:35]2[CH:36]=[C:37]([CH:40]=[CH:41][CH:42]=2)[CH:38]=O)[CH2:34][CH2:33]1. (6) Given the product [Si:26]([O:33][CH2:34][CH2:35][O:36][NH:37][C:21]([C:11]1[C:12]2[CH2:20][CH2:19][CH2:18][C:13]=2[C:14](=[O:17])[N:15]([CH3:16])[C:10]=1[NH:9][C:3]1[CH:4]=[CH:5][C:6]([I:8])=[CH:7][C:2]=1[F:1])=[O:22])([C:29]([CH3:32])([CH3:31])[CH3:30])([CH3:28])[CH3:27], predict the reactants needed to synthesize it. The reactants are: [F:1][C:2]1[CH:7]=[C:6]([I:8])[CH:5]=[CH:4][C:3]=1[NH:9][C:10]1[N:15]([CH3:16])[C:14](=[O:17])[C:13]2[CH2:18][CH2:19][CH2:20][C:12]=2[C:11]=1[C:21](OCC)=[O:22].[Si:26]([O:33][CH2:34][CH2:35][O:36][NH2:37])([C:29]([CH3:32])([CH3:31])[CH3:30])([CH3:28])[CH3:27].[Li+].C[Si]([N-][Si](C)(C)C)(C)C. (7) Given the product [Cl:1][C:2]1[C:10]2[C:5](=[CH:6][C:7]([NH2:11])=[CH:8][CH:9]=2)[N:4]([CH2:14][CH2:15][N:16]2[CH2:17][CH2:18][CH2:19][CH2:20]2)[N:3]=1, predict the reactants needed to synthesize it. The reactants are: [Cl:1][C:2]1[C:10]2[C:5](=[CH:6][C:7]([N+:11]([O-])=O)=[CH:8][CH:9]=2)[N:4]([CH2:14][CH2:15][N:16]2[CH2:20][CH2:19][CH2:18][CH2:17]2)[N:3]=1.[Cl-].[NH4+].